From a dataset of Full USPTO retrosynthesis dataset with 1.9M reactions from patents (1976-2016). Predict the reactants needed to synthesize the given product. (1) The reactants are: [F:1][C:2]([F:14])([F:13])[C:3]1[CH:4]=[C:5]([CH:10]=[CH:11][CH:12]=1)[CH:6]=[CH:7][CH:8]=O.[C:15]1([C@H:25]([NH2:27])[CH3:26])[C:24]2[C:19](=[CH:20][CH:21]=[CH:22][CH:23]=2)[CH:18]=[CH:17][CH:16]=1.Cl. Given the product [CH3:26][CH:25]([C:15]1[C:24]2[C:19](=[CH:20][CH:21]=[CH:22][CH:23]=2)[CH:18]=[CH:17][CH:16]=1)[NH:27][CH2:8][CH2:7][CH2:6][C:5]1[CH:10]=[CH:11][CH:12]=[C:3]([C:2]([F:14])([F:13])[F:1])[CH:4]=1, predict the reactants needed to synthesize it. (2) Given the product [S:23]1[C:24]([C:2]2[CH:3]=[C:4]([CH:20]=[CH:21][CH:22]=2)[O:5][CH2:6][CH2:7][C@@H:8]([N:12]2[CH:16]=[C:15]([C:17]([NH2:19])=[O:18])[N:14]=[CH:13]2)[C@@H:9]([OH:11])[CH3:10])=[CH:25][C:26]2[CH:31]=[CH:30][CH:29]=[CH:28][C:27]1=2, predict the reactants needed to synthesize it. The reactants are: Br[C:2]1[CH:3]=[C:4]([CH:20]=[CH:21][CH:22]=1)[O:5][CH2:6][CH2:7][C@@H:8]([N:12]1[CH:16]=[C:15]([C:17]([NH2:19])=[O:18])[N:14]=[CH:13]1)[C@@H:9]([OH:11])[CH3:10].[S:23]1[C:27]2[CH:28]=[CH:29][CH:30]=[CH:31][C:26]=2[CH:25]=[C:24]1B(O)O.C([O-])([O-])=O.[Na+].[Na+]. (3) Given the product [CH2:1]([N:3]1[CH2:8][N:7]([CH3:9])[CH2:6][N:5]([C:10]2[S:11][C:12]3[C:18]([CH2:29][C:28]([O:27][C:23]([CH3:26])([CH3:25])[CH3:24])=[O:31])=[C:17]([N+:19]([O-:21])=[O:20])[CH:16]=[CH:15][C:13]=3[N:14]=2)[C:4]1=[O:22])[CH3:2], predict the reactants needed to synthesize it. The reactants are: [CH2:1]([N:3]1[CH2:8][N:7]([CH3:9])[CH2:6][N:5]([C:10]2[S:11][C:12]3[CH:18]=[C:17]([N+:19]([O-:21])=[O:20])[CH:16]=[CH:15][C:13]=3[N:14]=2)[C:4]1=[O:22])[CH3:2].[C:23]([O:27][C:28](=[O:31])[CH2:29]Cl)([CH3:26])([CH3:25])[CH3:24].CC([O-])(C)C.[K+].[Cl-].[NH4+]. (4) Given the product [C:13]([O:15][CH:1]1[C:2]2[C:3](=[CH:8][CH:9]=[CH:10][CH:11]=2)[CH:4]=[C:5]1[CH3:6])(=[O:14])[CH3:12], predict the reactants needed to synthesize it. The reactants are: [CH3:1][C:2]1[CH:11]=[CH:10][CH:9]=[CH:8][C:3]=1[CH:4]=[CH:5][CH:6]=O.[CH3:12][C:13]([OH:15])=[O:14]. (5) The reactants are: Br[C:2]1[CH:10]=[CH:9][C:8]([O:11][CH2:12][CH:13]2[CH2:17][CH2:16][CH2:15][O:14]2)=[C:7]2[C:3]=1[CH2:4][N:5]([CH2:19][C:20]1[CH:25]=[CH:24][C:23]([C:26]3[CH:27]=[N:28][N:29]([CH3:31])[CH:30]=3)=[CH:22][CH:21]=1)[C:6]2=[O:18].[B-](F)(F)(F)[CH:33]=[CH2:34].[K+].C(N(CC)CC)C. Given the product [CH3:31][N:29]1[CH:30]=[C:26]([C:23]2[CH:24]=[CH:25][C:20]([CH2:19][N:5]3[CH2:4][C:3]4[C:7](=[C:8]([O:11][CH2:12][CH:13]5[CH2:17][CH2:16][CH2:15][O:14]5)[CH:9]=[CH:10][C:2]=4[CH:33]=[CH2:34])[C:6]3=[O:18])=[CH:21][CH:22]=2)[CH:27]=[N:28]1, predict the reactants needed to synthesize it.